Task: Predict which catalyst facilitates the given reaction.. Dataset: Catalyst prediction with 721,799 reactions and 888 catalyst types from USPTO Reactant: C[O:2][C:3]([C:5]1[CH:6]=[N:7][C:8]([NH2:33])=[C:9]([O:11][C@@H:12]2[C:16]([F:18])([F:17])[CH2:15][N:14]([C:19](=[O:32])[CH2:20][C:21]3[CH:26]=[CH:25][C:24]([O:27][C:28]([F:31])([F:30])[F:29])=[CH:23][CH:22]=3)[CH2:13]2)[CH:10]=1)=[O:4].[OH-].[Na+].[CH]Cl. Product: [NH2:33][C:8]1[N:7]=[CH:6][C:5]([C:3]([OH:4])=[O:2])=[CH:10][C:9]=1[O:11][C@@H:12]1[C:16]([F:17])([F:18])[CH2:15][N:14]([C:19](=[O:32])[CH2:20][C:21]2[CH:22]=[CH:23][C:24]([O:27][C:28]([F:30])([F:31])[F:29])=[CH:25][CH:26]=2)[CH2:13]1. The catalyst class is: 5.